Dataset: TCR-epitope binding with 47,182 pairs between 192 epitopes and 23,139 TCRs. Task: Binary Classification. Given a T-cell receptor sequence (or CDR3 region) and an epitope sequence, predict whether binding occurs between them. (1) The epitope is LLWNGPMAV. The TCR CDR3 sequence is CASRPVQGESYNEQFF. Result: 0 (the TCR does not bind to the epitope). (2) The epitope is HTTDPSFLGRY. The TCR CDR3 sequence is CATSDSQDFEPMNTEAFF. Result: 1 (the TCR binds to the epitope). (3) The epitope is KLSYGIATV. The TCR CDR3 sequence is CASSNLLGGTEAFF. Result: 1 (the TCR binds to the epitope). (4) The epitope is AYILFTRFFYV. The TCR CDR3 sequence is CASGRLDEQFF. Result: 0 (the TCR does not bind to the epitope).